From a dataset of Human Reference Interactome with 51,813 positive PPI pairs across 8,248 proteins, plus equal number of experimentally-validated negative pairs. Binary Classification. Given two protein amino acid sequences, predict whether they physically interact or not. (1) Protein 1 (ENSG00000164106) has sequence MKLMVLVFTIGLTLLLGVQAMPANRLSCYRKILKDHNCHNLPEGVADLTQIDVNVQDHFWDGKGCEMICYCNFSELLCCPKDVFFGPKISFVIPCNNQ*MKLMVLVFTIGLTLLLGVQAMPANRLSCYRKILKDHNCHNLPEGVADLTQIDVNVQDHFWDGKGCEMICYCNFSELLCCPKCHHIFILLRNL*. Protein 2 (ENSG00000198939) has sequence MEREGIWHSTLGETWEPNNWLEGQQDSHLSQVGVTHKETFTEMRVCGGNEFERCSSQDSILDTQQSIPMVKRPHNCNSHGEDATQNSELIKTQRMFVGKKIYECNQCSKTFSQSSSLLKHQRIHTGEKPYKCNVCGKHFIERSSLTVHQRIHTGEKPYKCNECGKAFSQSMNLTVHQRTHTGEKPYQCKECGKAFHKNSSLIQHERIHTGEKPYKCNECGKAFTQSMNLTVHQRTHTGEKPYECNECGKAFSQSMHLIVHQRSHTGEKPYECSQCGKAFSKSSTLTLHQRNHTGEKPYKC.... Result: 0 (the proteins do not interact). (2) Protein 1 (ENSG00000063515) has sequence MAAAAGGAASRRGAGRPCPFSIEHILSSLPERSLPARAACPPQPAGRQSPAKPEEPGAPEAAPCACCCCCGPRAAPCGPPEAAAGLGARLAWPLRLGPAVPLSLGAPAGGSGALPGAVGPGSQRRTRRHRTIFSEEQLQALEALFVQNQYPDVSTRERLAGRIRLREERVEVWFKNRRAKWRHQKRASASARLLPGVKKSPKGSC*. Protein 2 (ENSG00000127325) has sequence MFLISSSVHGSDEHGRLLRRTLMRYVNLTSLLIFRSVSTAVYKRFPTMDHVVEAERTGMKPILPSSFEMQSF*MTVTYSSKVANATFFGFHRLLLKWRGSIYKLLYREFIVFAVLYTAISLVYRLLLTGVQKRYFEKLSIYCDRYAEQIPVTFVLGFYVTLVVNRWWNQFVNLPWPDRLMFLISSSVHGSDEHGRLLRRTLMRYVNLTSLLIFRSVSTAVYKRFPTMDHVVEAGFMTTDERKLFNHLKSPHLKYWVPFIWFGNLATKARNEGRIRDSVDLQSLMTEMNRYRSWCSLLFGY.... Result: 1 (the proteins interact). (3) Protein 1 (ENSG00000165730) has sequence MARPVQLAPGSLALVLCRLEAQKAAGAAEEPGGRAVFRAFRRANARCFWNARLARAASRLAFQGWLRRGVLLVRAPPACLQVLRDAWRRRALRPPRGFRIRAVGDVFPVQMNPITQSQFVPLGEVLCCAISDMNTAQIVVTQESLLERLMKHYPGIAIPSEDILYTTLGTLIKERKIYHTGEGYFIVTPQTYFITNTTTQENKRMLPSDESRLMPASMTYLVSMESCAESAQENAAPISHCQSCQCFRDMHTQDVQEAPVAAEVTRKSHRGLGESVSWVQNGAVSVSAEHHICESTKPLP.... Protein 2 (ENSG00000169071) has sequence MARGSALPRRPLLCIPAVWAAAALLLSVSRTSGEVEVLDPNDPLGPLDGQDGPIPTLKGYFLNFLEPVNNITIVQGQTAILHCKVAGNPPPNVRWLKNDAPVVQEPRRIIIRKTEYGSRLRIQDLDTTDTGYYQCVATNGMKTITATGVLFVRLGPTHSPNHNFQDDYHEDGFCQPYRGIACARFIGNRTIYVDSLQMQGEIENRITAAFTMIGTSTHLSDQCSQFAIPSFCHFVFPLCDARSRTPKPRELCRDECEVLESDLCRQEYTIARSNPLILMRLQLPKCEALPMPESPDAANC.... Result: 1 (the proteins interact). (4) Protein 1 (ENSG00000101363) has sequence MASDLDFSPPEVPEPTFLENLLRYGLFLGAIFQLICVLAIIVPIPKSHEAEAEPSEPRSAEVTRKPKAAVPSVNKRPKKETKKKR*MASDLDFSPPEVPEPTFLENLLRYGLFLGAIFQLICVLAIIVPIPKSHEAEFHVEA*. Protein 2 (ENSG00000151151) has sequence MATEPPSPLRVEAPGPPEMRTSPAIESTPEGTPQPAGGRLRFLNGCVPLSHQVAGHMYGKDKVGILQHPDGTVLKQLQPPPRGPRELEFYNMVYAADCFDGVLLELRKYLPKYYGIWSPPTAPNDLYLKLEDVTHKFNKPCIMDVKIGQKSYDPFASSEKIQQQVSKYPLMEEIGFLVLGMRVYHVHSDSYETENQHYGRSLTKETIKDGVSRFFHNGYCLRKDAVAASIQKIEKILQWFENQKQLNFYASSLLFVYEGSSQPTTTKLNDRTLAEKFLSKGQLSDTEVLEYNNNFHVLSS.... Result: 0 (the proteins do not interact). (5) Protein 1 (ENSG00000213186) has sequence MHNFEEELTCPICYSIFEDPRVLPCSHTFCRNCLENILQASGNFYIWRPLRIPLKCPNCRSITEIAPTGIESLPVNFALRAIIEKYQQEDHPDIVTCPEHYRQPLNVYCLLDKKLVCGHCLTIGQHHGHPIDDLQSAYLKEKDTPQKLLEQLTDTHWTDLTHLIEKLKEQKSHSEKMIQGDKEAVLQYFKELNDTLEQKKKSFLTALCDVGNLINQEYTPQIERMKEIREQQLELMALTISLQEESPLKFLEKVDDVRQHVQILKQRPLPEVQPVEIYPRVSKILKEEWSRTEIGQIKNV.... Protein 2 (ENSG00000184508) has sequence MGSEAAQLLEAADFAARKHRQQRRKDPEGTPYINHPIGVARILTHEAGITDIVVLQAALLHDTVEDTDTTLDEVELHFGAQVRRLVEEVTDDKTLPKLERKRLQVEQAPHSSPGAKLVKLADKLYNLRDLNRCTPEVKIQ*MGSEAAQLLEAADFAARKHRQQRRKDPEGTPYINHPIGVARILTHEAGITDIVVLQAALLHDTVEDTDTTLDEVELHFGAQVRRLVEEVTDDKTLPKLERKRLQVEQAPHSSPGAKLVKLADKLYNLRDLNRCTPEGWSEHRVQEYFEWAAQVVKGLQG.... Result: 0 (the proteins do not interact). (6) Protein 1 (ENSG00000173588) has sequence MVVSTFTDMDTFPNNFPPGGDSGLTGSQSEFQKMLIDERLRCEHHKANYQTLKAEHTRLQNEHVKLQNELKHLFNEKQTQQEKLQLLLEELRGELVEKTKDLEEMKLQILTPQKLELLRAQIQQELETPMRERFRNLDEEVEKYRAVYNKLRYEHTFLKSEFEHQKEEYARILDEGKIKYESEIARLEEDKEELRNQLLNVDLTKDSKRVEQLAREKVYLCQKLKGLEAEVAELKAEKENSEAQVENAQRIQVRQLAEMQATVRSLEAEKQSANLRAERLEKELQSSSEQNTFLINKLHK.... Protein 2 (ENSG00000110200) has sequence MSTLFPSLFPRVTETLWFNLDRPCVEETELQQQEQQHQAWLQSIAEKDNNLVPIGKPASEHYDDEEEEDDEDDEDSEEDSEDDEDMQDMDEMNDYNESPDDGEVNEVDMEGNEQDQDQWMI*MSTLFPSLFPRVTETLWFNLDRPCVEETELQQQEQQHQAWLQSIAEKDNNLVPIGKPASEACRAYRLCPAHQHYDDEEEEDDEDDEDSEEDSMQDMDEMNDYNESPDDGEVNEVHLSVLPTCGLYHSHPKQLCPESIKLSHSFMPHVYMWLALPFPPPSPSAWPTQNFQIQFKCCSFS.... Result: 0 (the proteins do not interact). (7) Protein 1 (ENSG00000131730) has sequence MASIFSKLLTGRNASLLFATMGTSVLTTGYLLNRQKVCAEVREQPRLFPPSADYPDLRKHNNCMAECLTPAIYAKLRNKVTPNGYTLDQCIQTGVDNPGHPFIKTVGMVAGDEESYEVFADLFDPVIKLRHNGYDPRVMKHTTDLDASKITQGQFDEHYVLSSRVRTGRSIRGLSLPPACTRAERREVENVAITALEGLKGDLAGRYYKLSEMTEQDQQRLIDDHFLFDKPVSPLLTCAGMARDWPDARGIWHNYDKTFLIWINEEDHTRVISMEKGGNMKRVFERFCRGLKEVERLIQE.... Protein 2 (ENSG00000132970) has sequence MPLVKRNIEPRHLCRGALPEGITSELECVTNSTLAAIIRQLSSLSKHAEDIFGELFNEANNFYIRANSLQDRIDRLAVKVTQLDSTVEEVSLQDINMKKAFKSSTVQDQQVVSKNSIPNPVADIYNQSDKPPPLNILTPYRDDKKDGLKFYTDPSYFFDLWKEKMLQDTEDKRKEKRRQKEQKRIDGTTREVKKVRKARNRRQEWNMMAYDKELRPDNRLSQSVYHGASSEGSLSPDTRSHASDVTDYSYPATPNHSLHPQPVTPSYAAGDVPPHGPASQAAEHEYRPPSASARHMALNR.... Result: 0 (the proteins do not interact).